This data is from Reaction yield outcomes from USPTO patents with 853,638 reactions. The task is: Predict the reaction yield, written as a fraction of the theoretical maximum amount of product (1.0 means a 100% yield; for example, 0.34 means a 34% yield). The reactants are [C:1]([C:5]1[S:6][C:7]([C:28]([OH:30])=O)=[C:8]([CH2:10][NH:11][C:12]2[CH:17]=[CH:16][CH:15]=[C:14]([B:18]3[O:22][C:21]([CH3:24])([CH3:23])[C:20]([CH3:26])([CH3:25])[O:19]3)[C:13]=2[CH3:27])[N:9]=1)([CH3:4])([CH3:3])[CH3:2].C(N(CC)C(C)C)(C)C. The catalyst is C(Cl)Cl. The product is [C:1]([C:5]1[S:6][C:7]2[C:28](=[O:30])[N:11]([C:12]3[CH:17]=[CH:16][CH:15]=[C:14]([B:18]4[O:19][C:20]([CH3:26])([CH3:25])[C:21]([CH3:23])([CH3:24])[O:22]4)[C:13]=3[CH3:27])[CH2:10][C:8]=2[N:9]=1)([CH3:3])([CH3:2])[CH3:4]. The yield is 0.400.